Dataset: Reaction yield outcomes from USPTO patents with 853,638 reactions. Task: Predict the reaction yield, written as a fraction of the theoretical maximum amount of product (1.0 means a 100% yield; for example, 0.34 means a 34% yield). (1) The yield is 0.890. The reactants are [F:1][C:2]1[CH:7]=[C:6]([F:8])[CH:5]=[CH:4][C:3]=1[CH2:9][C:10]([OH:12])=[O:11].C[Si]([N-][Si](C)(C)C)(C)C.[Na+].[Cl:23][CH2:24][CH2:25][CH2:26][CH2:27]I. No catalyst specified. The product is [Cl:23][CH2:24][CH2:25][CH2:26][CH2:27][CH:9]([C:3]1[CH:4]=[CH:5][C:6]([F:8])=[CH:7][C:2]=1[F:1])[C:10]([OH:12])=[O:11]. (2) The reactants are [CH2:1]([C:8]1[CH:13]=[C:12]([CH3:14])[N:11]=[C:10](Cl)[N:9]=1)[C:2]1[CH:7]=[CH:6][CH:5]=[CH:4][CH:3]=1.[CH3:16][O:17][C:18]1[CH:19]=[C:20]([NH2:30])[CH:21]=[CH:22][C:23]=1[C:24]1[S:28][C:27]([CH3:29])=[N:26][CH:25]=1. The catalyst is CCCCCCC.C(OCC)(=O)C. The product is [CH2:1]([C:8]1[CH:13]=[C:12]([CH3:14])[N:11]=[C:10]([NH:30][C:20]2[CH:21]=[CH:22][C:23]([C:24]3[S:28][C:27]([CH3:29])=[N:26][CH:25]=3)=[C:18]([O:17][CH3:16])[CH:19]=2)[N:9]=1)[C:2]1[CH:7]=[CH:6][CH:5]=[CH:4][CH:3]=1. The yield is 0.690. (3) The reactants are [NH:1]([C:72]([CH3:74])=[O:73])[C@H:2]([C:18]([NH:20][C@H:21]([C:26]([N:28]1[CH2:71][CH2:70][CH2:69][C@H:29]1[C:30]([NH:32][C@H:33]([C:58]([N:60]1[CH2:68][CH2:67][CH2:66][C@H:61]1[C:62]([O:64]C)=[O:63])=[O:59])[CH2:34][CH2:35][CH2:36][NH:37][C:38](=[NH:57])[NH:39][S:40]([C:43]1[C:55]([CH3:56])=[C:54]2[C:48]([O:49][C:50]([CH2:53]2)([CH3:52])[CH3:51])=[C:46]([CH3:47])[C:44]=1[CH3:45])(=[O:42])=[O:41])=[O:31])=[O:27])[CH2:22][CH:23]([CH3:25])[CH3:24])=[O:19])[CH2:3][C:4]1[CH:9]=[CH:8][C:7]([O:10][CH2:11][C:12]2[CH:17]=[CH:16][CH:15]=[CH:14][CH:13]=2)=[CH:6][CH:5]=1.O.O.[OH-].[Li+].Cl. The yield is 0.900. The product is [NH:1]([C:72]([CH3:74])=[O:73])[C@H:2]([C:18]([NH:20][C@H:21]([C:26]([N:28]1[CH2:71][CH2:70][CH2:69][C@H:29]1[C:30]([NH:32][C@H:33]([C:58]([N:60]1[CH2:68][CH2:67][CH2:66][C@H:61]1[C:62]([OH:64])=[O:63])=[O:59])[CH2:34][CH2:35][CH2:36][NH:37][C:38](=[NH:57])[NH:39][S:40]([C:43]1[C:55]([CH3:56])=[C:54]2[C:48]([O:49][C:50]([CH2:53]2)([CH3:52])[CH3:51])=[C:46]([CH3:47])[C:44]=1[CH3:45])(=[O:42])=[O:41])=[O:31])=[O:27])[CH2:22][CH:23]([CH3:24])[CH3:25])=[O:19])[CH2:3][C:4]1[CH:5]=[CH:6][C:7]([O:10][CH2:11][C:12]2[CH:13]=[CH:14][CH:15]=[CH:16][CH:17]=2)=[CH:8][CH:9]=1. The catalyst is C1COCC1. (4) The reactants are F[C:2]1[CH:7]=[CH:6][CH:5]=[CH:4][C:3]=1[N+:8]([O-:10])=[O:9].[CH3:11][C:12]([O:15][C:16]([NH:18][CH:19]1[CH2:24][CH2:23][NH:22][CH2:21][CH2:20]1)=[O:17])([CH3:14])[CH3:13]. The catalyst is CCO. The product is [N+:8]([C:3]1[CH:4]=[CH:5][CH:6]=[CH:7][C:2]=1[N:22]1[CH2:21][CH2:20][CH:19]([NH:18][C:16](=[O:17])[O:15][C:12]([CH3:13])([CH3:11])[CH3:14])[CH2:24][CH2:23]1)([O-:10])=[O:9]. The yield is 1.00. (5) The reactants are [Cl:1][C:2]1[CH:9]=[CH:8][C:5]([CH:6]=[O:7])=[CH:4][N:3]=1.[F-].[Cs+].C[Si](C)(C)[C:14]([F:17])([F:16])[F:15].Cl. The catalyst is COCCOC.C1COCC1.O.C(OCC)(=O)C. The product is [Cl:1][C:2]1[N:3]=[CH:4][C:5]([CH:6]([OH:7])[C:14]([F:17])([F:16])[F:15])=[CH:8][CH:9]=1. The yield is 0.993. (6) The reactants are Br[C:2]1[C:3](=[O:10])[N:4]([CH3:9])[CH:5]=[C:6]([Br:8])[N:7]=1.[NH2:11][C:12]1[CH:13]=[N:14][CH:15]=[CH:16][CH:17]=1.CC(C)([O-])C.[Na+]. The catalyst is C1COCC1. The product is [Br:8][C:6]1[N:7]=[C:2]([NH:11][C:12]2[CH:13]=[N:14][CH:15]=[CH:16][CH:17]=2)[C:3](=[O:10])[N:4]([CH3:9])[CH:5]=1. The yield is 0.350. (7) The reactants are [OH-].[Li+].C([O:6][C:7]1[CH:16]=[CH:15][C:10]([C:11]([O:13]C)=[O:12])=[CH:9][C:8]=1[CH2:17][CH:18]=[C:19]([CH3:21])[CH3:20])(=O)C.O.Cl. The catalyst is C1COCC1. The product is [OH:6][C:7]1[CH:16]=[CH:15][C:10]([C:11]([OH:13])=[O:12])=[CH:9][C:8]=1[CH2:17][CH:18]=[C:19]([CH3:21])[CH3:20]. The yield is 0.750.